Task: Predict the reaction yield, written as a fraction of the theoretical maximum amount of product (1.0 means a 100% yield; for example, 0.34 means a 34% yield).. Dataset: Reaction yield outcomes from USPTO patents with 853,638 reactions (1) The reactants are Cl[S:2]([N:5]=[C:6]=[O:7])(=[O:4])=[O:3].[CH2:8]([OH:15])[C:9]1[CH:14]=[CH:13][CH:12]=[CH:11][CH:10]=1.[CH3:16][O:17][CH:18]([O:21][CH3:22])[CH2:19][NH2:20].C(N(CC)CC)C.Cl. The catalyst is ClCCl. The product is [CH3:16][O:17][CH:18]([O:21][CH3:22])[CH2:19][NH:20][S:2]([NH:5][C:6](=[O:7])[O:15][CH2:8][C:9]1[CH:14]=[CH:13][CH:12]=[CH:11][CH:10]=1)(=[O:4])=[O:3]. The yield is 0.643. (2) The reactants are Cl[C:2]1[N:7]=[C:6]([CH2:8][CH2:9][C:10]2[CH:15]=[CH:14][CH:13]=[CH:12][C:11]=2[C:16]2([C:19]([NH2:21])=[O:20])[CH2:18][CH2:17]2)[C:5]([Cl:22])=[CH:4][N:3]=1.[NH2:23][C:24]1[CH:25]=[CH:26][C:27]([C:30](=[O:32])[CH3:31])=[N:28][CH:29]=1.C([O-])([O-])=O.[Cs+].[Cs+]. The catalyst is O1CCOCC1.C([O-])(=O)C.[Pd+2].C([O-])(=O)C.CC1(C)C2C(=C(P(C3C=CC=CC=3)C3C=CC=CC=3)C=CC=2)OC2C(P(C3C=CC=CC=3)C3C=CC=CC=3)=CC=CC1=2. The product is [C:30]([C:27]1[N:28]=[CH:29][C:24]([NH:23][C:2]2[N:7]=[C:6]([CH2:8][CH2:9][C:10]3[CH:15]=[CH:14][CH:13]=[CH:12][C:11]=3[C:16]3([C:19]([NH2:21])=[O:20])[CH2:18][CH2:17]3)[C:5]([Cl:22])=[CH:4][N:3]=2)=[CH:25][CH:26]=1)(=[O:32])[CH3:31]. The yield is 0.700.